This data is from Full USPTO retrosynthesis dataset with 1.9M reactions from patents (1976-2016). The task is: Predict the reactants needed to synthesize the given product. Given the product [CH3:1][CH2:2][C@H:3]1[O:18][C:16](=[O:17])[C@H:15]([CH3:19])[C@@H:14]([O:20][C@@H:21]2[O:26][C@@H:25]([CH3:27])[C@H:24]([OH:28])[C@@:23]([O:30][CH3:31])([CH3:29])[CH2:22]2)[C@H:13]([CH3:32])[C@@H:12]([O:33][C@@H:34]2[O:39][C@H:38]([CH3:40])[CH2:37][C@H:36]([N:41]([CH3:43])[CH3:42])[C@H:35]2[OH:44])[C@@:11]([OH:46])([CH3:45])[CH2:10][C@@H:9]([CH3:47])/[C:7](=[N:52]\[OH:53])/[C@H:6]([CH3:48])[C@@H:5]([OH:49])[C@@:4]1([OH:51])[CH3:50], predict the reactants needed to synthesize it. The reactants are: [CH3:1][CH2:2][C@H:3]1[O:18][C:16](=[O:17])[C@H:15]([CH3:19])[C@@H:14]([O:20][C@@H:21]2[O:26][C@@H:25]([CH3:27])[C@H:24]([OH:28])[C@@:23]([O:30][CH3:31])([CH3:29])[CH2:22]2)[C@H:13]([CH3:32])[C@@H:12]([O:33][C@@H:34]2[O:39][C@H:38]([CH3:40])[CH2:37][C@H:36]([N:41]([CH3:43])[CH3:42])[C@H:35]2[OH:44])[C@@:11]([OH:46])([CH3:45])[CH2:10][C@@H:9]([CH3:47])[C:7](=O)[C@H:6]([CH3:48])[C@@H:5]([OH:49])[C@@:4]1([OH:51])[CH3:50].[NH2:52][OH:53].